The task is: Predict which catalyst facilitates the given reaction.. This data is from Catalyst prediction with 721,799 reactions and 888 catalyst types from USPTO. Reactant: [H-].[Na+].[CH2:3]([O:10][C:11]1[CH:20]=[C:14]2[C:15](=[O:19])[NH:16][CH2:17][CH2:18][N:13]2[N:12]=1)[C:4]1[CH:9]=[CH:8][CH:7]=[CH:6][CH:5]=1.Br[CH2:22][CH:23]1[CH2:25][CH2:24]1. Product: [CH2:3]([O:10][C:11]1[CH:20]=[C:14]2[C:15](=[O:19])[N:16]([CH2:22][CH:23]3[CH2:25][CH2:24]3)[CH2:17][CH2:18][N:13]2[N:12]=1)[C:4]1[CH:5]=[CH:6][CH:7]=[CH:8][CH:9]=1. The catalyst class is: 18.